Dataset: CYP2C19 inhibition data for predicting drug metabolism from PubChem BioAssay. Task: Regression/Classification. Given a drug SMILES string, predict its absorption, distribution, metabolism, or excretion properties. Task type varies by dataset: regression for continuous measurements (e.g., permeability, clearance, half-life) or binary classification for categorical outcomes (e.g., BBB penetration, CYP inhibition). Dataset: cyp2c19_veith. (1) The molecule is O.O.[NH-]C1(C(=O)O)CCCC1.[NH-]C1(C(=O)O)CCCC1.[Ni+2]. The result is 0 (non-inhibitor). (2) The drug is O=C(/C=C\NCC(=O)c1ccccc1)c1ccccc1. The result is 1 (inhibitor).